Dataset: Full USPTO retrosynthesis dataset with 1.9M reactions from patents (1976-2016). Task: Predict the reactants needed to synthesize the given product. (1) Given the product [Cl:34][C:28]1[CH:27]=[C:26]([CH:33]=[CH:32][C:29]=1[C:30]#[N:31])[O:25][C@H:22]1[CH2:21][CH2:20][C@H:19]([NH:18][C:15](=[O:17])[CH2:14][CH2:13][CH2:12][C:4]2[NH:3][C:2](=[O:1])[C:11]3[C:6](=[CH:7][CH:8]=[CH:9][CH:10]=3)[N:5]=2)[CH2:24][CH2:23]1, predict the reactants needed to synthesize it. The reactants are: [O:1]=[C:2]1[C:11]2[C:6](=[CH:7][CH:8]=[CH:9][CH:10]=2)[N:5]=[C:4]([CH2:12][CH2:13][CH2:14][C:15]([OH:17])=O)[NH:3]1.[NH2:18][C@H:19]1[CH2:24][CH2:23][C@H:22]([O:25][C:26]2[CH:33]=[CH:32][C:29]([C:30]#[N:31])=[C:28]([Cl:34])[CH:27]=2)[CH2:21][CH2:20]1. (2) The reactants are: [CH3:1][O:2][C:3](=[O:18])[CH2:4][N:5]1[CH:9]=[C:8]([C:10]2[CH:15]=[CH:14][C:13]([Cl:16])=[CH:12][CH:11]=2)[NH:7][C:6]1=[O:17].C(=O)([O-])[O-].[Cs+].[Cs+].Br[C:26]1([CH3:29])[CH2:28][CH2:27]1.Cl. Given the product [CH3:1][O:2][C:3](=[O:18])[CH2:4][N:5]1[CH:9]=[C:8]([C:10]2[CH:15]=[CH:14][C:13]([Cl:16])=[CH:12][CH:11]=2)[N:7]([CH2:29][CH:26]2[CH2:28][CH2:27]2)[C:6]1=[O:17], predict the reactants needed to synthesize it.